From a dataset of Full USPTO retrosynthesis dataset with 1.9M reactions from patents (1976-2016). Predict the reactants needed to synthesize the given product. Given the product [CH3:9][O:10][C:11]1[CH:12]=[C:13]([NH:23][C:24]2[N:26]=[C:31]([C:33]3[CH:38]=[CH:37][CH:36]=[CH:35][CH:34]=3)[CH:30]=[CH:29][N:25]=2)[CH:14]=[CH:15][C:16]=1[N:17]1[CH:21]=[C:20]([CH3:22])[N:19]=[CH:18]1, predict the reactants needed to synthesize it. The reactants are: [N+]([O-])(O)=O.[N+]([O-])(O)=O.[CH3:9][O:10][C:11]1[CH:12]=[C:13]([NH:23][C:24]([NH2:26])=[NH:25])[CH:14]=[CH:15][C:16]=1[N:17]1[CH:21]=[C:20]([CH3:22])[N:19]=[CH:18]1.CN(C)[CH:29]=[CH:30][C:31]([C:33]1[CH:38]=[CH:37][CH:36]=[CH:35][CH:34]=1)=O.C(N(CC)CC)C.